From a dataset of Full USPTO retrosynthesis dataset with 1.9M reactions from patents (1976-2016). Predict the reactants needed to synthesize the given product. (1) Given the product [C:28]1([C:19]2[CH:20]=[CH:21][CH:22]=[CH:23][CH:24]=2)[CH:29]=[CH:30][C:31]([C:6]([N:8]2[CH2:12][C:11](=[N:13][O:14][CH3:15])[CH2:10][C@H:9]2[C:16]([NH:34][CH:35]([CH2:38][OH:39])[CH2:36][OH:37])=[O:18])=[O:7])=[CH:32][CH:33]=1, predict the reactants needed to synthesize it. The reactants are: C(O[C:6]([N:8]1[CH2:12][C:11](=[N:13][O:14][CH3:15])[CH2:10][C@H:9]1[C:16]([OH:18])=O)=[O:7])(C)(C)C.[C:19]1([C:28]2[CH:33]=[CH:32][CH:31]=[CH:30][CH:29]=2)[CH:24]=[CH:23][C:22](C(Cl)=O)=[CH:21][CH:20]=1.[NH2:34][CH:35]([CH2:38][OH:39])[CH2:36][OH:37]. (2) Given the product [F:19][C:20]1[CH:28]=[CH:27][CH:26]=[C:25]([F:29])[C:21]=1[C:22]([N:16]([CH3:17])[C:14]([N:13]([C:3]1[CH:4]=[CH:5][C:6]([S:8][C:9]([F:11])([F:10])[F:12])=[CH:7][C:2]=1[F:1])[CH3:18])=[O:15])=[O:23], predict the reactants needed to synthesize it. The reactants are: [F:1][C:2]1[CH:7]=[C:6]([S:8][C:9]([F:12])([F:11])[F:10])[CH:5]=[CH:4][C:3]=1[N:13]([CH3:18])[C:14]([NH:16][CH3:17])=[O:15].[F:19][C:20]1[CH:28]=[CH:27][CH:26]=[C:25]([F:29])[C:21]=1[C:22](Cl)=[O:23].O.C(OCC)(=O)C. (3) Given the product [C:1]([O:5][C:6]([N:8]1[C:16]2[C:11](=[CH:12][C:13]([O:17][CH2:51][CH2:52][N:53]3[CH2:58][CH2:57][CH2:56][CH2:55][CH2:54]3)=[CH:14][CH:15]=2)[CH:10]=[C:9]1[C:18]1[C:19](=[O:48])[N:20]([CH2:40][O:41][CH2:42][CH2:43][Si:44]([CH3:45])([CH3:47])[CH3:46])[CH:21]=[C:22]([NH:24][C:25]([C:27]2[CH:28]=[N:29][N:30]([CH2:32][C:33]3[CH:38]=[CH:37][C:36]([CH3:39])=[CH:35][CH:34]=3)[CH:31]=2)=[O:26])[CH:23]=1)=[O:7])([CH3:2])([CH3:4])[CH3:3], predict the reactants needed to synthesize it. The reactants are: [C:1]([O:5][C:6]([N:8]1[C:16]2[C:11](=[CH:12][C:13]([OH:17])=[CH:14][CH:15]=2)[CH:10]=[C:9]1[C:18]1[C:19](=[O:48])[N:20]([CH2:40][O:41][CH2:42][CH2:43][Si:44]([CH3:47])([CH3:46])[CH3:45])[CH:21]=[C:22]([NH:24][C:25]([C:27]2[CH:28]=[N:29][N:30]([CH2:32][C:33]3[CH:38]=[CH:37][C:36]([CH3:39])=[CH:35][CH:34]=3)[CH:31]=2)=[O:26])[CH:23]=1)=[O:7])([CH3:4])([CH3:3])[CH3:2].Cl.Cl[CH2:51][CH2:52][N:53]1[CH2:58][CH2:57][CH2:56][CH2:55][CH2:54]1.C(=O)([O-])[O-].[Cs+].[Cs+]. (4) The reactants are: [Cl:1][C:2]1[CH:3]=[C:4]([NH:12][C:13]2[N:17]=[C:16]([N:18](CC3C=CC(OC)=CC=3)CC3C=CC(OC)=CC=3)[N:15](CC3C=CC(OC)=CC=3)[N:14]=2)[CH:5]=[C:6]([C:8]([F:11])([F:10])[F:9])[CH:7]=1.C(O)(C(F)(F)F)=O. Given the product [Cl:1][C:2]1[CH:3]=[C:4]([NH:12][C:13]2[N:17]=[C:16]([NH2:18])[NH:15][N:14]=2)[CH:5]=[C:6]([C:8]([F:9])([F:10])[F:11])[CH:7]=1, predict the reactants needed to synthesize it. (5) Given the product [CH2:1]([O:8][C:9]([N:11]1[CH2:15][C@@H:14]([NH2:31])[CH2:13][C@H:12]1[C:21]1[O:22][CH:23]=[CH:24][N:25]=1)=[O:10])[C:2]1[CH:7]=[CH:6][CH:5]=[CH:4][CH:3]=1, predict the reactants needed to synthesize it. The reactants are: [CH2:1]([O:8][C:9]([N:11]1[CH2:15][C@H:14](OC(C)(C)C)[CH2:13][C@H:12]1[C:21]1[O:22][CH:23]=[CH:24][N:25]=1)=[O:10])[C:2]1[CH:7]=[CH:6][CH:5]=[CH:4][CH:3]=1.COC([C@@H]1C[C@H](N)C[N:31]1CC1CCCCC1)=O. (6) The reactants are: [NH:1]1[C:9]2[C:4](=[C:5]([C:10]3[N:11]=[C:12]([N:26]4[CH2:31][CH2:30][O:29][CH2:28][CH2:27]4)[C:13]4[S:18][C:17]([CH2:19][N:20]5[CH2:25][CH2:24][NH:23][CH2:22][CH2:21]5)=[CH:16][C:14]=4[N:15]=3)[CH:6]=[CH:7][CH:8]=2)[CH:3]=[N:2]1.[O:32]=[C:33]1[C:41]2[C:36](=[CH:37][CH:38]=[CH:39][CH:40]=2)[C:35](=[O:42])[N:34]1[CH2:43][CH2:44][S:45](Cl)(=[O:47])=[O:46]. Given the product [NH:1]1[C:9]2[C:4](=[C:5]([C:10]3[N:11]=[C:12]([N:26]4[CH2:27][CH2:28][O:29][CH2:30][CH2:31]4)[C:13]4[S:18][C:17]([CH2:19][N:20]5[CH2:21][CH2:22][N:23]([S:45]([CH2:44][CH2:43][N:34]6[C:33](=[O:32])[C:41]7[C:36](=[CH:37][CH:38]=[CH:39][CH:40]=7)[C:35]6=[O:42])(=[O:46])=[O:47])[CH2:24][CH2:25]5)=[CH:16][C:14]=4[N:15]=3)[CH:6]=[CH:7][CH:8]=2)[CH:3]=[N:2]1, predict the reactants needed to synthesize it.